This data is from NCI-60 drug combinations with 297,098 pairs across 59 cell lines. The task is: Regression. Given two drug SMILES strings and cell line genomic features, predict the synergy score measuring deviation from expected non-interaction effect. (1) Drug 1: C1CN1C2=NC(=NC(=N2)N3CC3)N4CC4. Drug 2: C1CN(CCN1C(=O)CCBr)C(=O)CCBr. Cell line: SNB-19. Synergy scores: CSS=25.2, Synergy_ZIP=-6.41, Synergy_Bliss=-0.343, Synergy_Loewe=-4.27, Synergy_HSA=0.745. (2) Drug 1: C1CN1P(=S)(N2CC2)N3CC3. Drug 2: CC1=C(N=C(N=C1N)C(CC(=O)N)NCC(C(=O)N)N)C(=O)NC(C(C2=CN=CN2)OC3C(C(C(C(O3)CO)O)O)OC4C(C(C(C(O4)CO)O)OC(=O)N)O)C(=O)NC(C)C(C(C)C(=O)NC(C(C)O)C(=O)NCCC5=NC(=CS5)C6=NC(=CS6)C(=O)NCCC[S+](C)C)O. Cell line: COLO 205. Synergy scores: CSS=28.4, Synergy_ZIP=-6.04, Synergy_Bliss=-5.84, Synergy_Loewe=-3.58, Synergy_HSA=-2.37. (3) Drug 2: C1=NNC2=C1C(=O)NC=N2. Cell line: SF-295. Synergy scores: CSS=6.82, Synergy_ZIP=-4.09, Synergy_Bliss=-0.954, Synergy_Loewe=-7.09, Synergy_HSA=-0.738. Drug 1: C1=NC(=NC(=O)N1C2C(C(C(O2)CO)O)O)N. (4) Drug 2: C1=CC(=CC=C1CC(C(=O)O)N)N(CCCl)CCCl.Cl. Drug 1: CC1C(C(CC(O1)OC2CC(CC3=C2C(=C4C(=C3O)C(=O)C5=C(C4=O)C(=CC=C5)OC)O)(C(=O)C)O)N)O.Cl. Cell line: SF-295. Synergy scores: CSS=35.2, Synergy_ZIP=5.56, Synergy_Bliss=6.16, Synergy_Loewe=0.803, Synergy_HSA=8.83. (5) Drug 1: C#CCC(CC1=CN=C2C(=N1)C(=NC(=N2)N)N)C3=CC=C(C=C3)C(=O)NC(CCC(=O)O)C(=O)O. Drug 2: CN(CCCl)CCCl.Cl. Cell line: HCT116. Synergy scores: CSS=59.7, Synergy_ZIP=-1.45, Synergy_Bliss=-6.49, Synergy_Loewe=-7.57, Synergy_HSA=-1.43. (6) Drug 1: C1=NC2=C(N=C(N=C2N1C3C(C(C(O3)CO)O)O)F)N. Drug 2: COC1=NC(=NC2=C1N=CN2C3C(C(C(O3)CO)O)O)N. Cell line: K-562. Synergy scores: CSS=-2.12, Synergy_ZIP=-2.94, Synergy_Bliss=-8.47, Synergy_Loewe=-18.6, Synergy_HSA=-8.23. (7) Drug 1: C1CCN(CC1)CCOC2=CC=C(C=C2)C(=O)C3=C(SC4=C3C=CC(=C4)O)C5=CC=C(C=C5)O. Drug 2: C1CC(C1)(C(=O)O)C(=O)O.[NH2-].[NH2-].[Pt+2]. Cell line: OVCAR-4. Synergy scores: CSS=16.0, Synergy_ZIP=-5.49, Synergy_Bliss=0.671, Synergy_Loewe=0.801, Synergy_HSA=-0.457. (8) Drug 1: C1=CN(C(=O)N=C1N)C2C(C(C(O2)CO)O)O.Cl. Drug 2: CCCCCOC(=O)NC1=NC(=O)N(C=C1F)C2C(C(C(O2)C)O)O. Cell line: EKVX. Synergy scores: CSS=5.85, Synergy_ZIP=-1.60, Synergy_Bliss=1.67, Synergy_Loewe=-3.25, Synergy_HSA=0.310. (9) Drug 1: C1=CC(=CC=C1CCC2=CNC3=C2C(=O)NC(=N3)N)C(=O)NC(CCC(=O)O)C(=O)O. Drug 2: C1CN1P(=S)(N2CC2)N3CC3. Cell line: UACC62. Synergy scores: CSS=14.2, Synergy_ZIP=-10.0, Synergy_Bliss=-7.64, Synergy_Loewe=-5.75, Synergy_HSA=-4.74.